From a dataset of NCI-60 drug combinations with 297,098 pairs across 59 cell lines. Regression. Given two drug SMILES strings and cell line genomic features, predict the synergy score measuring deviation from expected non-interaction effect. (1) Drug 1: CC12CCC(CC1=CCC3C2CCC4(C3CC=C4C5=CN=CC=C5)C)O. Drug 2: C1=NC2=C(N=C(N=C2N1C3C(C(C(O3)CO)O)O)F)N. Cell line: T-47D. Synergy scores: CSS=-1.27, Synergy_ZIP=3.58, Synergy_Bliss=-1.07, Synergy_Loewe=-6.56, Synergy_HSA=-2.05. (2) Drug 1: CC1=C(C=C(C=C1)NC(=O)C2=CC=C(C=C2)CN3CCN(CC3)C)NC4=NC=CC(=N4)C5=CN=CC=C5. Drug 2: CC1C(C(CC(O1)OC2CC(CC3=C2C(=C4C(=C3O)C(=O)C5=C(C4=O)C(=CC=C5)OC)O)(C(=O)CO)O)N)O.Cl. Cell line: KM12. Synergy scores: CSS=19.0, Synergy_ZIP=-1.15, Synergy_Bliss=-1.37, Synergy_Loewe=-23.8, Synergy_HSA=-3.15. (3) Drug 1: CCC1(C2=C(COC1=O)C(=O)N3CC4=CC5=C(C=CC(=C5CN(C)C)O)N=C4C3=C2)O.Cl. Drug 2: B(C(CC(C)C)NC(=O)C(CC1=CC=CC=C1)NC(=O)C2=NC=CN=C2)(O)O. Cell line: SK-OV-3. Synergy scores: CSS=29.3, Synergy_ZIP=-8.05, Synergy_Bliss=-1.75, Synergy_Loewe=-6.61, Synergy_HSA=-2.68. (4) Drug 1: CCC(=C(C1=CC=CC=C1)C2=CC=C(C=C2)OCCN(C)C)C3=CC=CC=C3.C(C(=O)O)C(CC(=O)O)(C(=O)O)O. Drug 2: CCN(CC)CCNC(=O)C1=C(NC(=C1C)C=C2C3=C(C=CC(=C3)F)NC2=O)C. Cell line: T-47D. Synergy scores: CSS=-2.71, Synergy_ZIP=-3.27, Synergy_Bliss=-0.655, Synergy_Loewe=-12.6, Synergy_HSA=-7.81.